From a dataset of Peptide-MHC class I binding affinity with 185,985 pairs from IEDB/IMGT. Regression. Given a peptide amino acid sequence and an MHC pseudo amino acid sequence, predict their binding affinity value. This is MHC class I binding data. (1) The peptide sequence is KDFFSSHPL. The MHC is HLA-A24:02 with pseudo-sequence HLA-A24:02. The binding affinity (normalized) is 0. (2) The peptide sequence is FPNTYLEGSV. The MHC is HLA-B51:01 with pseudo-sequence HLA-B51:01. The binding affinity (normalized) is 0.562. (3) The peptide sequence is VAITFCAII. The MHC is H-2-Db with pseudo-sequence H-2-Db. The binding affinity (normalized) is 0.199. (4) The peptide sequence is VWIEDNPNMI. The MHC is HLA-A24:02 with pseudo-sequence HLA-A24:02. The binding affinity (normalized) is 0.417. (5) The peptide sequence is GVPPKVVSY. The MHC is HLA-B57:01 with pseudo-sequence HLA-B57:01. The binding affinity (normalized) is 0.0847. (6) The peptide sequence is KTVRYWHRF. The MHC is HLA-A02:01 with pseudo-sequence HLA-A02:01. The binding affinity (normalized) is 0.0847. (7) The peptide sequence is YFLRRLALV. The MHC is HLA-B35:01 with pseudo-sequence HLA-B35:01. The binding affinity (normalized) is 0.264. (8) The peptide sequence is RTFDRFFEE. The MHC is HLA-A69:01 with pseudo-sequence HLA-A69:01. The binding affinity (normalized) is 0.0847.